Dataset: Reaction yield outcomes from USPTO patents with 853,638 reactions. Task: Predict the reaction yield, written as a fraction of the theoretical maximum amount of product (1.0 means a 100% yield; for example, 0.34 means a 34% yield). (1) The reactants are [N:1]1[CH:6]=[CH:5][N:4]=[CH:3][C:2]=1[C:7]([O:9][CH2:10][CH2:11][CH2:12][CH2:13][CH2:14][CH2:15][CH2:16][CH2:17][CH2:18][CH2:19][CH2:20][CH3:21])=[O:8].[CH2:22](O)[CH2:23][CH2:24][CH2:25][CH2:22][CH2:23][CH2:24][CH2:25][CH2:22][CH2:23][CH2:24][CH2:25][CH2:22][CH2:23][CH2:24][CH3:25]. No catalyst specified. The product is [N:1]1[CH:6]=[CH:5][N:4]=[CH:3][C:2]=1[C:7]([O:9][CH2:10][CH2:11][CH2:12][CH2:13][CH2:14][CH2:15][CH2:16][CH2:17][CH2:18][CH2:19][CH2:20][CH2:21][CH2:22][CH2:23][CH2:24][CH3:25])=[O:8]. The yield is 0.410. (2) The reactants are [CH:1]([OH:4])([CH3:3])[CH3:2].Cl[C:6]([O:8][CH:9]([Cl:11])[CH3:10])=[O:7].N1C=CC=CC=1. The catalyst is C(OCC)C. The product is [C:6](=[O:7])([O:4][CH:1]([CH3:3])[CH3:2])[O:8][CH:9]([Cl:11])[CH3:10]. The yield is 0.877. (3) The reactants are Br[C:2]1[CH:7]=[CH:6][N:5]=[C:4]([C:8]2[N:12]=[C:11]([C:13]3[S:14][CH:15]=[CH:16][N:17]=3)[N:10]([CH2:18][C:19]3[CH:24]=[CH:23][CH:22]=[CH:21][C:20]=3[F:25])[N:9]=2)[CH:3]=1.[Cu][C:27]#[N:28].C(O)C[OH:31].O1CCOCC1. The catalyst is [Cl-].[Na+].O. The product is [F:25][C:20]1[CH:21]=[CH:22][CH:23]=[CH:24][C:19]=1[CH2:18][N:10]1[C:11]([C:13]2[S:14][CH:15]=[CH:16][N:17]=2)=[N:12][C:8]([C:4]2[CH:3]=[C:2]([CH:7]=[CH:6][N:5]=2)[C:27]([NH2:28])=[O:31])=[N:9]1. The yield is 0.110. (4) The yield is 0.560. The reactants are [C:1]([O:5][C:6]([N:8](C1C=CN=CC=1)[C@H:9]([C:11]([OH:13])=[O:12])[CH3:10])=[O:7])([CH3:4])([CH3:3])[CH3:2].CO.[CH:22]1(N=C=NC2CCCCC2)CCCCC1.[N:37]1[CH:42]=[CH:41][CH:40]=[CH:39][CH:38]=1. The catalyst is C(OCC)(=O)C. The product is [CH3:4][C:1]([CH3:2])([O:5][C:6]([NH:8][C@@H:9]([CH2:10][C:40]1[CH:41]=[CH:42][N:37]=[CH:38][CH:39]=1)[C:11]([O:13][CH3:22])=[O:12])=[O:7])[CH3:3]. (5) The reactants are [CH3:1][N:2]1[C:7](=[O:8])[C:6]([NH:9][C:10]2[CH:11]=[N:12][CH:13]=[CH:14][CH:15]=2)=[N:5][C:4](B(O)O)=[CH:3]1.Cl[C:20]1[C:25]([CH:26]=[O:27])=[C:24]([N:28]2[CH2:41][CH2:40][N:31]3[C:32]4[CH2:33][CH2:34][CH2:35][CH2:36][C:37]=4[C:38]([F:39])=[C:30]3[C:29]2=[O:42])[N:23]=[CH:22][CH:21]=1.C([O-])([O-])=O.[Na+].[Na+].CN(C=O)C. The catalyst is C1C=CC(P(C2C=CC=CC=2)[C-]2C=CC=C2)=CC=1.C1C=CC(P(C2C=CC=CC=2)[C-]2C=CC=C2)=CC=1.Cl[Pd]Cl.[Fe+2].O. The product is [F:39][C:38]1[C:37]2[CH2:36][CH2:35][CH2:34][CH2:33][C:32]=2[N:31]2[CH2:40][CH2:41][N:28]([C:24]3[N:23]=[CH:22][CH:21]=[C:20]([C:4]4[N:5]=[C:6]([NH:9][C:10]5[CH:11]=[N:12][CH:13]=[CH:14][CH:15]=5)[C:7](=[O:8])[N:2]([CH3:1])[CH:3]=4)[C:25]=3[CH:26]=[O:27])[C:29](=[O:42])[C:30]=12. The yield is 0.490. (6) The reactants are CON(C)[C:4](=[O:14])[CH2:5][NH:6][C:7](=[O:13])[O:8][C:9]([CH3:12])([CH3:11])[CH3:10].[CH:16]([Mg]Cl)([CH3:18])[CH3:17].C1([Mg]Br)CC1. The catalyst is C1COCC1. The product is [CH:16]1([C:4](=[O:14])[CH2:5][NH:6][C:7](=[O:13])[O:8][C:9]([CH3:10])([CH3:11])[CH3:12])[CH2:18][CH2:17]1. The yield is 1.00.